From a dataset of Forward reaction prediction with 1.9M reactions from USPTO patents (1976-2016). Predict the product of the given reaction. Given the reactants [CH3:1][O:2][C:3]1[CH:17]=[C:16]([N+:18]([O-])=O)[CH:15]=[CH:14][C:4]=1[O:5][CH2:6][CH2:7][N:8]1[CH2:12][CH2:11][CH:10]([OH:13])[CH2:9]1, predict the reaction product. The product is: [NH2:18][C:16]1[CH:15]=[CH:14][C:4]([O:5][CH2:6][CH2:7][N:8]2[CH2:12][CH2:11][CH:10]([OH:13])[CH2:9]2)=[C:3]([O:2][CH3:1])[CH:17]=1.